From a dataset of Forward reaction prediction with 1.9M reactions from USPTO patents (1976-2016). Predict the product of the given reaction. Given the reactants [Cl:1][C:2]1[N:7]=[C:6]2[C:8]([CH2:11][NH:12][C@@H:13]([CH3:21])[CH:14]([O:18][CH2:19][CH3:20])[O:15][CH2:16][CH3:17])=[CH:9][S:10][C:5]2=[CH:4][CH:3]=1.[CH:22]1[C:34]2[CH:33]([CH2:35][O:36][C:37]([NH:39][C@@H:40]([CH2:44][C:45]3[CH:50]=[CH:49][C:48]([O:51][C:52]([CH3:55])([CH3:54])[CH3:53])=[CH:47][CH:46]=3)[C:41](O)=[O:42])=[O:38])[C:32]3[C:27](=[CH:28][CH:29]=[CH:30][CH:31]=3)[C:26]=2[CH:25]=[CH:24][CH:23]=1, predict the reaction product. The product is: [C:52]([O:51][C:48]1[CH:47]=[CH:46][C:45]([CH2:44][C@H:40]([NH:39][C:37](=[O:38])[O:36][CH2:35][CH:33]2[C:34]3[CH:22]=[CH:23][CH:24]=[CH:25][C:26]=3[C:27]3[C:32]2=[CH:31][CH:30]=[CH:29][CH:28]=3)[C:41]([N:12]([CH2:11][C:8]2[C:6]3=[N:7][C:2]([Cl:1])=[CH:3][CH:4]=[C:5]3[S:10][CH:9]=2)[C@@H:13]([CH3:21])[CH:14]([O:18][CH2:19][CH3:20])[O:15][CH2:16][CH3:17])=[O:42])=[CH:50][CH:49]=1)([CH3:55])([CH3:53])[CH3:54].